This data is from Rat liver microsome stability data. The task is: Regression/Classification. Given a drug SMILES string, predict its absorption, distribution, metabolism, or excretion properties. Task type varies by dataset: regression for continuous measurements (e.g., permeability, clearance, half-life) or binary classification for categorical outcomes (e.g., BBB penetration, CYP inhibition). Dataset: rlm. (1) The result is 1 (stable in rat liver microsomes). The compound is c1ccc(Nc2cc3c(cn2)CN(Cc2ccsc2)CCN3)cc1. (2) The molecule is O=C1Cc2cc(C(=O)c3ccco3)ccc2N1. The result is 1 (stable in rat liver microsomes). (3) The molecule is CCCNC(=O)Nc1ccc(Oc2ncnc3cc(OC)c(OC)cc23)cc1Cl. The result is 0 (unstable in rat liver microsomes). (4) The drug is Cc1cc(C(NC(=O)COc2ccccc2)c2ccccc2Cl)c(O)c2ncccc12. The result is 1 (stable in rat liver microsomes).